Task: Predict the reactants needed to synthesize the given product.. Dataset: Full USPTO retrosynthesis dataset with 1.9M reactions from patents (1976-2016) (1) Given the product [NH2:16][C:8]1([C:11]([O:13][CH2:14][CH3:15])=[O:12])[C:9]2[C:5](=[CH:4][CH:3]=[C:2]([Br:1])[CH:10]=2)[CH2:6][C:7]21[CH2:23][CH2:24][CH:25]([O:28][CH3:29])[CH2:26][CH2:27]2, predict the reactants needed to synthesize it. The reactants are: [Br:1][C:2]1[CH:10]=[C:9]2[C:5]([CH2:6][C:7]3([CH2:27][CH2:26][CH:25]([O:28][CH3:29])[CH2:24][CH2:23]3)[C:8]2([NH:16]S(C(C)(C)C)=O)[C:11]([O:13][CH2:14][CH3:15])=[O:12])=[CH:4][CH:3]=1.Cl. (2) Given the product [CH2:12]([O:11][C@@H:9]([C@H:8]1[CH2:19][O:20][CH2:21][C@@H:22]([C:24]2[CH:29]=[CH:28][C:27]([Cl:30])=[CH:26][CH:25]=2)[NH:7]1)[CH3:10])[C:13]1[CH:18]=[CH:17][CH:16]=[CH:15][CH:14]=1, predict the reactants needed to synthesize it. The reactants are: C(OC(=O)[NH:7][C@H:8]([CH2:19][O:20][CH2:21][C:22]([C:24]1[CH:29]=[CH:28][C:27]([Cl:30])=[CH:26][CH:25]=1)=O)[C@H:9]([O:11][CH2:12][C:13]1[CH:18]=[CH:17][CH:16]=[CH:15][CH:14]=1)[CH3:10])(C)(C)C. (3) The reactants are: S(=O)(=O)(O)O.Cl.[Cl:7][C:8]1[CH:13]=[CH:12][C:11]([NH:14]N)=[CH:10][CH:9]=1.[CH:16]1([N:19]2[CH2:24][CH2:23][CH2:22][CH2:21][C:20]2=O)[CH2:18][CH2:17]1. Given the product [Cl:7][C:8]1[CH:13]=[CH:12][C:11]2[NH:14][C:22]3[CH2:23][CH2:24][N:19]([CH:16]4[CH2:18][CH2:17]4)[CH2:20][C:21]=3[C:10]=2[CH:9]=1, predict the reactants needed to synthesize it. (4) Given the product [CH3:23][N:24]([CH3:34])[C:25]1[N:30]=[CH:29][C:28]([C:2]2[CH:10]=[CH:9][CH:8]=[C:7]3[C:3]=2[C:4]2([C:15]4=[CH:16][C:17]5[O:21][CH2:20][O:19][C:18]=5[CH:22]=[C:14]4[O:13][CH2:12]2)[C:5](=[O:11])[NH:6]3)=[CH:27][CH:26]=1, predict the reactants needed to synthesize it. The reactants are: Br[C:2]1[CH:10]=[CH:9][CH:8]=[C:7]2[C:3]=1[C:4]1([C:15]3=[CH:16][C:17]4[O:21][CH2:20][O:19][C:18]=4[CH:22]=[C:14]3[O:13][CH2:12]1)[C:5](=[O:11])[NH:6]2.[CH3:23][N:24]([CH3:34])[C:25]1[N:30]=[CH:29][C:28](B(O)O)=[CH:27][CH:26]=1.C(=O)([O-])[O-].[Na+].[Na+]. (5) The reactants are: [Li][CH:2](CC)C.C1CCCCC1.C(=O)=O.CC(C)=O.CN(CCN(C)C)C.[CH3:27][C:28]([N:31]([CH3:43])[C:32]1[CH:42]=[CH:41][CH:40]=[CH:39][C:33]=1[C:34]([NH:36][CH2:37][CH3:38])=[O:35])([CH3:30])[CH3:29].CI. Given the product [CH2:37]([NH:36][C:34](=[O:35])[C:33]1[C:39]([CH3:2])=[CH:40][CH:41]=[CH:42][C:32]=1[N:31]([C:28]([CH3:29])([CH3:30])[CH3:27])[CH3:43])[CH3:38], predict the reactants needed to synthesize it. (6) Given the product [Cl:16][C:4]1[CH:5]=[C:6]2[C:10](=[C:2]([C:22]3[CH:23]=[CH:24][C:19]([C:18]([F:29])([F:28])[F:17])=[CH:20][CH:21]=3)[CH:3]=1)[N:9]([CH3:11])[C:8]([C:12]([NH2:14])=[O:13])=[C:7]2[CH3:15], predict the reactants needed to synthesize it. The reactants are: Br[C:2]1[CH:3]=[C:4]([Cl:16])[CH:5]=[C:6]2[C:10]=1[N:9]([CH3:11])[C:8]([C:12]([NH2:14])=[O:13])=[C:7]2[CH3:15].[F:17][C:18]([F:29])([F:28])[C:19]1[CH:24]=[CH:23][C:22](B(O)O)=[CH:21][CH:20]=1.